From a dataset of Reaction yield outcomes from USPTO patents with 853,638 reactions. Predict the reaction yield, written as a fraction of the theoretical maximum amount of product (1.0 means a 100% yield; for example, 0.34 means a 34% yield). (1) The reactants are [N:1]1[CH:6]=[CH:5][CH:4]=[C:3]([N:7]2[CH2:13][CH:12]3[CH:8]2[CH2:9][NH:10][CH2:11]3)[CH:2]=1.[C:14]([OH:21])(=[O:20])/[CH:15]=[CH:16]/[C:17]([OH:19])=[O:18]. The catalyst is CO.C(OC(=O)C)(C)C. The product is [C:14]([OH:21])(=[O:20])/[CH:15]=[CH:16]/[C:17]([OH:19])=[O:18].[N:1]1[CH:6]=[CH:5][CH:4]=[C:3]([N:7]2[CH2:13][C@@H:12]3[C@H:8]2[CH2:9][NH:10][CH2:11]3)[CH:2]=1. The yield is 0.440. (2) The reactants are Br[CH2:2][C:3]([C:5]1[S:9][CH:8]2[CH:10]=[CH:11][S:12][CH:7]2[CH:6]=1)=[O:4].[C:13]([N:20]1[CH2:27][CH2:26][CH2:25][C@H:21]1[C:22]([OH:24])=[O:23])([O:15][C:16]([CH3:19])([CH3:18])[CH3:17])=[O:14].CC#N. The catalyst is C(N(CC)CC)C. The product is [S:9]1[C:5]([C:3](=[O:4])[CH2:2][O:24][C:22]([CH:21]2[CH2:25][CH2:26][CH2:27][N:20]2[C:13]([O:15][C:16]([CH3:19])([CH3:18])[CH3:17])=[O:14])=[O:23])=[CH:6][CH:7]2[S:12][CH:11]=[CH:10][CH:8]12. The yield is 0.610. (3) The reactants are Cl[C:2]1[N:7]=[C:6]([NH:8][CH:9]2[CH2:26][CH2:25][C:12]3([CH2:17][CH2:16][N:15]([C:18]([O:20][C:21]([CH3:24])([CH3:23])[CH3:22])=[O:19])[CH2:14][CH2:13]3)[CH2:11][CH2:10]2)[C:5]([Cl:27])=[CH:4][N:3]=1.Cl.[CH3:29][N:30]1[CH:34]=[C:33]([NH2:35])[CH:32]=[N:31]1.CCN(C(C)C)C(C)C. The catalyst is CCCCO. The product is [Cl:27][C:5]1[C:6]([NH:8][CH:9]2[CH2:26][CH2:25][C:12]3([CH2:17][CH2:16][N:15]([C:18]([O:20][C:21]([CH3:22])([CH3:23])[CH3:24])=[O:19])[CH2:14][CH2:13]3)[CH2:11][CH2:10]2)=[N:7][C:2]([NH:35][C:33]2[CH:32]=[N:31][N:30]([CH3:29])[CH:34]=2)=[N:3][CH:4]=1. The yield is 0.330.